From a dataset of Catalyst prediction with 721,799 reactions and 888 catalyst types from USPTO. Predict which catalyst facilitates the given reaction. (1) Reactant: [NH2:1][CH2:2][CH2:3][CH:4]1[CH2:8][CH2:7][CH2:6][N:5]1[CH3:9].C[O:11][C:12](=O)[CH2:13][CH2:14][CH2:15][CH2:16][CH2:17][CH2:18][CH2:19]/[CH:20]=[CH:21]\[CH2:22][CH2:23][CH2:24][CH2:25][CH2:26][CH2:27][CH2:28][CH3:29].Cl.[OH-].[Na+]. Product: [CH3:9][N:5]1[CH2:6][CH2:7][CH2:8][CH:4]1[CH2:3][CH2:2][NH:1][C:12](=[O:11])[CH2:13][CH2:14][CH2:15][CH2:16][CH2:17][CH2:18][CH2:19]/[CH:20]=[CH:21]\[CH2:22][CH2:23][CH2:24][CH2:25][CH2:26][CH2:27][CH2:28][CH3:29]. The catalyst class is: 11. (2) Reactant: [F:1][C:2]1[CH:7]=[CH:6][CH:5]=[C:4]([F:8])[C:3]=1[C:9]1[NH:13][C:12]([CH3:14])=[C:11]([C:15]([OH:17])=O)[CH:10]=1.C1C=CC2N(O)N=[N:24]C=2C=1.C(N=C=NCCCN(C)C)C.[Cl-].[NH4+].C(N(C(C)C)CC)(C)C. Product: [F:1][C:2]1[CH:7]=[CH:6][CH:5]=[C:4]([F:8])[C:3]=1[C:9]1[NH:13][C:12]([CH3:14])=[C:11]([C:15]([NH2:24])=[O:17])[CH:10]=1. The catalyst class is: 9. (3) Reactant: [CH3:1][C:2]1([CH3:35])[CH2:11][CH2:10][C:9]([CH3:13])([CH3:12])[C:8]2[CH:7]=[C:6]([C:14]3[N:19]=[C:18]([N:20]4[CH2:25][CH2:24][CH:23]([NH:26][C:27]([C@@H:29]5[C@@H:33]([OH:34])[CH2:32][CH2:31][NH:30]5)=O)[CH2:22][CH2:21]4)[CH:17]=[CH:16][CH:15]=3)[CH:5]=[CH:4][C:3]1=2.CSC.B.B.CO. Product: [CH3:1][C:2]1([CH3:35])[CH2:11][CH2:10][C:9]([CH3:12])([CH3:13])[C:8]2[CH:7]=[C:6]([C:14]3[N:19]=[C:18]([N:20]4[CH2:21][CH2:22][CH:23]([NH:26][CH2:27][C@@H:29]5[C@@H:33]([OH:34])[CH2:32][CH2:31][NH:30]5)[CH2:24][CH2:25]4)[CH:17]=[CH:16][CH:15]=3)[CH:5]=[CH:4][C:3]1=2. The catalyst class is: 1. (4) The catalyst class is: 2. Reactant: [CH3:1][CH:2]([CH2:6][CH2:7][CH2:8][CH:9]([CH3:16])[CH2:10][CH2:11][CH2:12][CH:13]([CH3:15])[CH3:14])[CH2:3][CH2:4][OH:5].N1C=CC=CC=1.[C:23]1([CH3:33])[CH:28]=[CH:27][C:26]([S:29](Cl)(=[O:31])=[O:30])=[CH:25][CH:24]=1. Product: [S:29]([C:26]1[CH:27]=[CH:28][C:23]([CH3:33])=[CH:24][CH:25]=1)([O:5][CH2:4][CH2:3][CH:2]([CH3:1])[CH2:6][CH2:7][CH2:8][CH:9]([CH3:16])[CH2:10][CH2:11][CH2:12][CH:13]([CH3:15])[CH3:14])(=[O:31])=[O:30].